Dataset: Forward reaction prediction with 1.9M reactions from USPTO patents (1976-2016). Task: Predict the product of the given reaction. (1) Given the reactants [Cl:1][C:2]1[CH:3]=[C:4](B2OC(C)(C)C(C)(C)O2)[CH:5]=[C:6]([Cl:13])[C:7]=1[O:8][C:9]([F:12])([F:11])[F:10].Br[C:24]([C:26]([F:29])([F:28])[F:27])=[CH2:25].C([O-])([O-])=O.[K+].[K+], predict the reaction product. The product is: [Cl:13][C:6]1[CH:5]=[C:4]([C:24]([C:26]([F:29])([F:28])[F:27])=[CH2:25])[CH:3]=[C:2]([Cl:1])[C:7]=1[O:8][C:9]([F:10])([F:11])[F:12]. (2) Given the reactants [NH2:1][C:2]1[C:7]([C:8]([C:10]2[CH:15]=[CH:14][CH:13]=[C:12]([Br:16])[N:11]=2)=[O:9])=[CH:6][CH:5]=[CH:4][N:3]=1.[Br:17]N1C(=O)CCC1=O, predict the reaction product. The product is: [NH2:1][C:2]1[C:7]([C:8]([C:10]2[CH:15]=[CH:14][CH:13]=[C:12]([Br:16])[N:11]=2)=[O:9])=[CH:6][C:5]([Br:17])=[CH:4][N:3]=1.